This data is from Forward reaction prediction with 1.9M reactions from USPTO patents (1976-2016). The task is: Predict the product of the given reaction. (1) The product is: [O:32]=[C:31]1[CH2:5][CH2:6][N:7]([C:8]([O:10][CH2:11][C:12]2[CH:17]=[CH:16][CH:15]=[CH:14][CH:13]=2)=[O:9])[CH2:1][CH2:2][CH:20]1[C:21]([O:23][CH2:24][CH3:25])=[O:22]. Given the reactants [CH2:1]1[N:7]([C:8]([O:10][CH2:11][C:12]2[CH:17]=[CH:16][CH:15]=[CH:14][CH:13]=2)=[O:9])[CH2:6][CH2:5][N+](=O)[CH2:2]1.[N+](=[CH:20][C:21]([O:23][CH2:24][CH3:25])=[O:22])=[N-].B(F)(F)F.C[CH2:31][O:32]CC.C([O-])([O-])=O.[K+].[K+], predict the reaction product. (2) Given the reactants F[C:2]1[CH:7]=[CH:6][CH:5]=[CH:4][C:3]=1[S:8]([NH:11][C:12]1[C:21]([C:22]([OH:24])=[O:23])=[C:20]2[C:15]([CH:16]3[CH2:25][CH:17]3[CH2:18][O:19]2)=[CH:14][CH:13]=1)(=[O:10])=[O:9].[CH3:26][N:27]([CH3:33])[CH2:28][CH2:29][CH2:30][CH2:31][NH2:32], predict the reaction product. The product is: [CH3:26][N:27]([CH3:33])[CH2:28][CH2:29][CH2:30][CH2:31][NH:32][C:2]1[CH:7]=[CH:6][CH:5]=[CH:4][C:3]=1[S:8]([NH:11][C:12]1[C:21]([C:22]([OH:24])=[O:23])=[C:20]2[C:15]([CH:16]3[CH2:25][CH:17]3[CH2:18][O:19]2)=[CH:14][CH:13]=1)(=[O:10])=[O:9]. (3) Given the reactants [OH:1][CH2:2][C@@H:3]1[NH:7][C:6](=[O:8])[CH2:5][CH2:4]1.CO[C:11](OC)([CH3:13])[CH3:12], predict the reaction product. The product is: [CH3:12][C:11]1([CH3:13])[N:7]2[C:6](=[O:8])[CH2:5][CH2:4][C@@H:3]2[CH2:2][O:1]1. (4) Given the reactants [OH:1][CH2:2][CH2:3][CH2:4][NH:5][C:6]([NH2:8])=[NH:7].C(NC1N=[C:17]([C:19]2[C:20]([CH:28]([CH3:30])[CH3:29])=[N:21][N:22]3[CH:27]=[CH:26][CH:25]=[CH:24][C:23]=23)[CH:16]=[CH:15]N=1)(C)C, predict the reaction product. The product is: [CH:28]([C:20]1[C:19]([C:17]2[CH:16]=[CH:15][N:8]=[C:6]([NH:5][CH2:4][CH2:3][CH2:2][OH:1])[N:7]=2)=[C:23]2[CH:24]=[CH:25][CH:26]=[CH:27][N:22]2[N:21]=1)([CH3:30])[CH3:29]. (5) Given the reactants Cl[C:2]1[CH:7]=[C:6]([CH2:8][N:9]2[CH2:14][CH2:13][N:12]([C:15](=[O:25])[CH2:16][O:17][CH2:18][C:19]3[CH:24]=[CH:23][CH:22]=[CH:21][CH:20]=3)[CH2:11][CH2:10]2)[CH:5]=[CH:4][N:3]=1.[NH2:26][C:27]1[N:28]=[CH:29][C:30]2[C:35]([CH:36]=1)=[CH:34][CH:33]=[CH:32][CH:31]=2.CC1(C)C2C(=C(P(C3C=CC=CC=3)C3C=CC=CC=3)C=CC=2)OC2C(P(C3C=CC=CC=3)C3C=CC=CC=3)=CC=CC1=2.C([O-])([O-])=O.[Cs+].[Cs+], predict the reaction product. The product is: [CH:29]1[C:30]2[C:35](=[CH:34][CH:33]=[CH:32][CH:31]=2)[CH:36]=[C:27]([NH:26][C:2]2[CH:7]=[C:6]([CH2:8][N:9]3[CH2:14][CH2:13][N:12]([C:15](=[O:25])[CH2:16][O:17][CH2:18][C:19]4[CH:24]=[CH:23][CH:22]=[CH:21][CH:20]=4)[CH2:11][CH2:10]3)[CH:5]=[CH:4][N:3]=2)[N:28]=1. (6) Given the reactants [C:1](OC(OCC)OCC)(=O)C.[CH2:12]([O:19][C:20]1[CH:29]=[C:28]2[C:23]([C:24]([NH:31][CH2:32][CH2:33][O:34][C:35]3[CH:40]=[CH:39][CH:38]=[CH:37][CH:36]=3)=[C:25]([NH2:30])[CH:26]=[N:27]2)=[CH:22][CH:21]=1)[C:13]1[CH:18]=[CH:17][CH:16]=[CH:15][CH:14]=1, predict the reaction product. The product is: [CH2:12]([O:19][C:20]1[CH:21]=[CH:22][C:23]2[C:24]3[N:31]([CH2:32][CH2:33][O:34][C:35]4[CH:40]=[CH:39][CH:38]=[CH:37][CH:36]=4)[CH:1]=[N:30][C:25]=3[CH:26]=[N:27][C:28]=2[CH:29]=1)[C:13]1[CH:14]=[CH:15][CH:16]=[CH:17][CH:18]=1. (7) Given the reactants [NH2:1][C:2]1[N:7]=[CH:6][N:5]=[C:4]2[N:8]([CH:14]([C:16]3[C:17]([O:35][CH3:36])=[C:18]([CH:24]4[CH2:27][N:26](C(OC(C)(C)C)=O)[CH2:25]4)[C:19]([CH3:23])=[C:20]([Cl:22])[CH:21]=3)[CH3:15])[N:9]=[C:10]([CH:11]([F:13])[F:12])[C:3]=12.[ClH:37].O1CCOCC1, predict the reaction product. The product is: [ClH:22].[ClH:37].[NH:26]1[CH2:25][CH:24]([C:18]2[C:17]([O:35][CH3:36])=[C:16]([CH:14]([N:8]3[C:4]4=[N:5][CH:6]=[N:7][C:2]([NH2:1])=[C:3]4[C:10]([CH:11]([F:12])[F:13])=[N:9]3)[CH3:15])[CH:21]=[C:20]([Cl:22])[C:19]=2[CH3:23])[CH2:27]1. (8) Given the reactants Br.Br[CH:3]([C:5]1[CH:6]=[C:7]([C:22]([NH:24][CH2:25][CH2:26][N:27]([CH3:29])[CH3:28])=[O:23])[CH:8]=[C:9]2[C:14]=1[O:13][C:12]([N:15]1[CH2:20][CH2:19][O:18][CH2:17][CH2:16]1)=[CH:11][C:10]2=[O:21])[CH3:4].[F:30][C:31]1[CH:38]=[CH:37][C:34]([NH:35][CH3:36])=[CH:33][CH:32]=1, predict the reaction product. The product is: [CH3:28][N:27]([CH3:29])[CH2:26][CH2:25][NH:24][C:22]([C:7]1[CH:8]=[C:9]2[C:14](=[C:5]([CH:3]([N:35]([C:34]3[CH:37]=[CH:38][C:31]([F:30])=[CH:32][CH:33]=3)[CH3:36])[CH3:4])[CH:6]=1)[O:13][C:12]([N:15]1[CH2:20][CH2:19][O:18][CH2:17][CH2:16]1)=[CH:11][C:10]2=[O:21])=[O:23]. (9) Given the reactants COC(=O)C1C=CC=C(N[C:11](=[O:38])[CH2:12][N:13]2[N:19]=[C:18]([CH:20]3[CH2:25][CH2:24][CH2:23][CH2:22][CH2:21]3)[C:17]3[CH:26]=[CH:27][CH:28]=[CH:29][C:16]=3[N:15]([CH2:30][C:31](=[O:36])[C:32]([CH3:35])([CH3:34])[CH3:33])[C:14]2=[O:37])C=1.[CH2:40]([O:42]C(=O)CN1C2C(=CC=C(N)C=2)C=C1)[CH3:41].C1(C2C3C=CC=CC=3N(CC(=O)C(C)(C)C)C(=O)N(CC(O)=O)N=2)CCCCC1.COC(=O)C1C=CC=C(N)C=1, predict the reaction product. The product is: [CH2:40]([O:42][C:11](=[O:38])[CH2:12][N:13]1[N:19]=[C:18]([CH:20]2[CH2:21][CH2:22][CH2:23][CH2:24][CH2:25]2)[C:17]2[CH:26]=[CH:27][CH:28]=[CH:29][C:16]=2[N:15]([CH2:30][C:31](=[O:36])[C:32]([CH3:34])([CH3:33])[CH3:35])[C:14]1=[O:37])[CH3:41].